This data is from Catalyst prediction with 721,799 reactions and 888 catalyst types from USPTO. The task is: Predict which catalyst facilitates the given reaction. (1) Reactant: [O:1]=[C:2]1[NH:7][C:6]2[CH:8]=[C:9]([C:12](O)=[O:13])[CH:10]=[CH:11][C:5]=2[S:4][CH2:3]1.C(OC(Cl)=O)C(C)C. Product: [OH:13][CH2:12][C:9]1[CH:10]=[CH:11][C:5]2[S:4][CH2:3][C:2](=[O:1])[NH:7][C:6]=2[CH:8]=1. The catalyst class is: 571. (2) Reactant: [Cl:1][C:2]1[C:3]([CH2:8][C:9]([O:11]CC)=[O:10])=[N:4][CH:5]=[CH:6][CH:7]=1.[OH-].[Na+:15]. Product: [Cl:1][C:2]1[C:3]([CH2:8][C:9]([O-:11])=[O:10])=[N:4][CH:5]=[CH:6][CH:7]=1.[Na+:15]. The catalyst class is: 1. (3) The catalyst class is: 2. Reactant: [CH3:1][C:2]1[O:6][C:5]([C:7]2[CH:30]=[CH:29][C:10]([O:11][C:12]3[CH:13]=[C:14]([CH:18]=[C:19]([O:21][C@@H:22]4[CH2:26][CH2:25][N:24]([CH3:27])[C:23]4=[O:28])[CH:20]=3)[C:15]([OH:17])=O)=[CH:9][CH:8]=2)=[N:4][N:3]=1.N#N.CCN=C=NCCCN(C)C.Cl.[NH2:45][C:46]1[S:47][CH:48]=[CH:49][N:50]=1. Product: [CH3:1][C:2]1[O:6][C:5]([C:7]2[CH:8]=[CH:9][C:10]([O:11][C:12]3[CH:13]=[C:14]([CH:18]=[C:19]([O:21][C@@H:22]4[CH2:26][CH2:25][N:24]([CH3:27])[C:23]4=[O:28])[CH:20]=3)[C:15]([NH:45][C:46]3[S:47][CH:48]=[CH:49][N:50]=3)=[O:17])=[CH:29][CH:30]=2)=[N:4][N:3]=1. (4) Product: [O:39]=[C:37]1[CH2:36][O:35][C:34]2[CH:40]=[CH:41][C:31]([NH:30][C:2]3[C:3]4[NH:20][N:19]=[CH:18][C:4]=4[N:5]=[C:6]([C:8]4[CH:9]=[C:10]([CH:15]=[CH:16][CH:17]=4)[C:11]([O:13][CH3:14])=[O:12])[N:7]=3)=[CH:32][C:33]=2[NH:38]1. The catalyst class is: 71. Reactant: Cl[C:2]1[C:3]2[C:4](=[CH:18][N:19](CC3C=CC(OC)=CC=3)[N:20]=2)[N:5]=[C:6]([C:8]2[CH:9]=[C:10]([CH:15]=[CH:16][CH:17]=2)[C:11]([O:13][CH3:14])=[O:12])[N:7]=1.[NH2:30][C:31]1[CH:41]=[CH:40][C:34]2[O:35][CH2:36][C:37](=[O:39])[NH:38][C:33]=2[CH:32]=1.Cl. (5) Reactant: [C:1]([CH2:3][C:4](=O)[CH2:5][CH:6]1[CH2:11][CH2:10][N:9]([C:12]([O:14][C:15]([CH3:18])([CH3:17])[CH3:16])=[O:13])[CH2:8][CH2:7]1)#[N:2].[NH:20]1[C:24]([NH2:25])=[CH:23][CH:22]=[N:21]1. Product: [NH2:2][C:1]1[N:20]2[N:21]=[CH:22][CH:23]=[C:24]2[N:25]=[C:4]([CH2:5][CH:6]2[CH2:11][CH2:10][N:9]([C:12]([O:14][C:15]([CH3:18])([CH3:17])[CH3:16])=[O:13])[CH2:8][CH2:7]2)[CH:3]=1. The catalyst class is: 52.